Dataset: Catalyst prediction with 721,799 reactions and 888 catalyst types from USPTO. Task: Predict which catalyst facilitates the given reaction. (1) Reactant: [CH3:1][O:2][C:3]([CH:5]1[CH2:9][N:8]([C:10]([O:12][CH2:13][C:14]2[CH:19]=[CH:18][CH:17]=[CH:16][CH:15]=2)=[O:11])[CH:7]2[CH2:20][CH2:21][N:22]([C:23](=[O:39])[CH:24]([NH:31]C(OC(C)(C)C)=O)[CH:25]3[CH2:30][CH2:29][CH2:28][CH2:27][CH2:26]3)[CH:6]12)=[O:4].C(O)(C(F)(F)F)=O. Product: [CH3:1][O:2][C:3]([CH:5]1[CH2:9][N:8]([C:10]([O:12][CH2:13][C:14]2[CH:15]=[CH:16][CH:17]=[CH:18][CH:19]=2)=[O:11])[CH:7]2[CH2:20][CH2:21][N:22]([C:23](=[O:39])[CH:24]([NH2:31])[CH:25]3[CH2:30][CH2:29][CH2:28][CH2:27][CH2:26]3)[CH:6]12)=[O:4]. The catalyst class is: 2. (2) Reactant: [Cl:1][C:2]1[N:11]=[CH:10][C:9]2[NH:8][CH2:7][CH:6]3[CH2:12][O:13][CH2:14][CH2:15][N:5]3[C:4]=2[N:3]=1.CC(C)([O-])C.[Na+].Br[CH2:23][C:24]1[CH:33]=[CH:32][C:27]([C:28]([O:30][CH3:31])=[O:29])=[CH:26][CH:25]=1. Product: [Cl:1][C:2]1[N:11]=[CH:10][C:9]2[N:8]([CH2:23][C:24]3[CH:33]=[CH:32][C:27]([C:28]([O:30][CH3:31])=[O:29])=[CH:26][CH:25]=3)[CH2:7][CH:6]3[CH2:12][O:13][CH2:14][CH2:15][N:5]3[C:4]=2[N:3]=1. The catalyst class is: 148. (3) Product: [C:1]([C@H:5]([NH:27][CH2:28][C:29]([NH:34][CH2:32][CH3:33])=[O:31])[C:6]([N:8]1[CH2:12][C:11]([C:13]2[CH:18]=[C:17]([F:19])[CH:16]=[CH:15][C:14]=2[F:20])=[CH:10][C@H:9]1[C:21]1[CH:26]=[CH:25][CH:24]=[CH:23][CH:22]=1)=[O:7])([CH3:4])([CH3:2])[CH3:3]. The catalyst class is: 1. Reactant: [C:1]([C@H:5]([NH:27][CH2:28][C:29]([O-:31])=O)[C:6]([N:8]1[CH2:12][C:11]([C:13]2[CH:18]=[C:17]([F:19])[CH:16]=[CH:15][C:14]=2[F:20])=[CH:10][C@H:9]1[C:21]1[CH:26]=[CH:25][CH:24]=[CH:23][CH:22]=1)=[O:7])([CH3:4])([CH3:3])[CH3:2].[CH2:32]([NH2:34])[CH3:33]. (4) Reactant: Br[C:2]1[CH:3]=[C:4]2[C:20](=[CH:21][CH:22]=1)[O:19][C:7]1([CH2:12][CH2:11][CH:10]([C:13]3[CH:18]=[CH:17][CH:16]=[CH:15][CH:14]=3)[CH2:9][CH2:8]1)[CH2:6][C:5]2=[O:23].[C:24]([C:26]1[CH:27]=[C:28](B(O)O)[CH:29]=[CH:30][CH:31]=1)#[N:25].C(=O)([O-])[O-].[Cs+].[Cs+]. Product: [O:23]=[C:5]1[C:4]2[C:20](=[CH:21][CH:22]=[C:2]([C:30]3[CH:31]=[C:26]([CH:27]=[CH:28][CH:29]=3)[C:24]#[N:25])[CH:3]=2)[O:19][C:7]2([CH2:12][CH2:11][CH:10]([C:13]3[CH:18]=[CH:17][CH:16]=[CH:15][CH:14]=3)[CH2:9][CH2:8]2)[CH2:6]1. The catalyst class is: 551. (5) Product: [F:35][C:11]1[CH:12]=[C:13]([C:15]2[CH:16]=[C:17]([NH:22][C:23](=[O:34])[C:24]3[CH:29]=[CH:28][CH:27]=[C:26]([C:30]([F:33])([F:32])[F:31])[CH:25]=3)[CH:18]=[CH:19][C:20]=2[CH3:21])[CH:14]=[C:9]([N:36]2[CH2:41][CH2:40][O:39][CH2:38][CH2:37]2)[N:10]=1. The catalyst class is: 5. Reactant: C(N(CC)CC)C.F[C:9]1[CH:14]=[C:13]([C:15]2[CH:16]=[C:17]([NH:22][C:23](=[O:34])[C:24]3[CH:29]=[CH:28][CH:27]=[C:26]([C:30]([F:33])([F:32])[F:31])[CH:25]=3)[CH:18]=[CH:19][C:20]=2[CH3:21])[CH:12]=[C:11]([F:35])[N:10]=1.[NH:36]1[CH2:41][CH2:40][O:39][CH2:38][CH2:37]1.